This data is from Full USPTO retrosynthesis dataset with 1.9M reactions from patents (1976-2016). The task is: Predict the reactants needed to synthesize the given product. (1) Given the product [Br:1][C:29]1[C:30]([CH2:32][CH3:33])=[N:31][C:26]([C:20]2[CH:21]=[CH:22][C:23]([Cl:25])=[CH:24][C:19]=2[Cl:18])=[C:27]([CH2:35][CH3:36])[N:28]=1, predict the reactants needed to synthesize it. The reactants are: [Br:1]C1C(C)=NC(C2C=CC(Cl)=CC=2Cl)=C(C)N=1.[Cl:18][C:19]1[CH:24]=[C:23]([Cl:25])[CH:22]=[CH:21][C:20]=1[C:26]1[C:27]([CH2:35][CH3:36])=[N+:28]([O-])[CH:29]=[C:30]([CH2:32][CH3:33])[N:31]=1. (2) Given the product [CH2:8]([NH:15][C:16]1[CH:28]=[C:27]([CH2:29][CH2:30][C:31]2[CH:36]=[CH:35][CH:34]=[CH:33][CH:32]=2)[CH:26]=[CH:25][C:17]=1[C:18]([OH:20])=[O:19])[C:9]1[CH:10]=[CH:11][CH:12]=[CH:13][CH:14]=1, predict the reactants needed to synthesize it. The reactants are: FC(F)(F)C(O)=O.[CH2:8]([NH:15][C:16]1[CH:28]=[C:27]([CH2:29][CH2:30][C:31]2[CH:36]=[CH:35][CH:34]=[CH:33][CH:32]=2)[CH:26]=[CH:25][C:17]=1[C:18]([O:20]C(C)(C)C)=[O:19])[C:9]1[CH:14]=[CH:13][CH:12]=[CH:11][CH:10]=1. (3) Given the product [OH:4][C@H:5]1[CH2:10][CH2:9][C@@:8]([C@H:12]2[CH2:20][CH2:19][C@@:18]3([CH3:21])[C@@H:14]([CH2:15][CH2:16][C:17]3=[CH2:22])[C@@H:13]2[CH2:23][NH:24][C:49](=[O:53])[CH:50]([CH3:52])[CH3:51])([CH3:11])[C@@H:7]([CH2:25][OH:26])[CH2:6]1, predict the reactants needed to synthesize it. The reactants are: C([O:4][C@H:5]1[CH2:10][CH2:9][C@@:8]([C@H:12]2[CH2:20][CH2:19][C@@:18]3([CH3:21])[C@@H:14]([CH2:15][CH2:16][C:17]3=[CH2:22])[C@@H:13]2[CH2:23][NH2:24])([CH3:11])[C@@H:7]([CH2:25][OH:26])[CH2:6]1)(=O)C.F[B-](F)(F)F.N1(OC(N(C)C)=[N+](C)C)C2C=CC=CC=2N=N1.[C:49](O)(=[O:53])[CH:50]([CH3:52])[CH3:51].C(N(CC)C(C)C)(C)C. (4) The reactants are: [CH:1]1([CH:7]([NH:21][C:22]2[CH:31]=[CH:30][C:25]([C:26]([O:28]C)=[O:27])=[CH:24][CH:23]=2)[C:8]2[O:9][C:10]3[CH:17]=[CH:16][C:15]([N+:18]([O-:20])=[O:19])=[CH:14][C:11]=3[C:12]=2[CH3:13])[CH2:6][CH2:5][CH2:4][CH2:3][CH2:2]1.O1CCCC1.[OH-].[Na+]. Given the product [CH:1]1([CH:7]([NH:21][C:22]2[CH:31]=[CH:30][C:25]([C:26]([OH:28])=[O:27])=[CH:24][CH:23]=2)[C:8]2[O:9][C:10]3[CH:17]=[CH:16][C:15]([N+:18]([O-:20])=[O:19])=[CH:14][C:11]=3[C:12]=2[CH3:13])[CH2:6][CH2:5][CH2:4][CH2:3][CH2:2]1, predict the reactants needed to synthesize it. (5) Given the product [F:1][C:2]1[CH:7]=[CH:6][CH:5]=[CH:4][C:3]=1[C:8]1[CH:17]=[C:16]2[C:11]([C@@:12]3([CH3:24])[C:18]([CH3:20])([CH3:19])[C@@H:15]2[CH2:14][C@H:13]3[C:21]([Cl:28])=[O:22])=[N:10][N:9]=1, predict the reactants needed to synthesize it. The reactants are: [F:1][C:2]1[CH:7]=[CH:6][CH:5]=[CH:4][C:3]=1[C:8]1[CH:17]=[C:16]2[C:11]([C@@:12]3([CH3:24])[C:18]([CH3:20])([CH3:19])[C@@H:15]2[CH2:14][C@H:13]3[C:21](O)=[O:22])=[N:10][N:9]=1.C(Cl)(=O)C([Cl:28])=O. (6) Given the product [CH2:1]([N:3]([CH2:29][C:30]1[CH:31]=[CH:32][C:33]([O:36][CH2:39][CH2:40][N:42]2[CH2:47][CH2:46][CH2:45][CH2:44][CH2:43]2)=[CH:34][CH:35]=1)[C:4]1[CH:9]=[C:8]([O:10][CH3:11])[CH:7]=[CH:6][C:5]=1[CH:12]1[CH2:21][CH2:20][C:19]2[CH:18]=[C:17]([OH:22])[CH:16]=[CH:15][C:14]=2[CH2:13]1)[CH3:2], predict the reactants needed to synthesize it. The reactants are: [CH2:1]([N:3]([C:29](=O)[C:30]1[CH:35]=[CH:34][C:33]([OH:36])=[CH:32][CH:31]=1)[C:4]1[CH:9]=[C:8]([O:10][CH3:11])[CH:7]=[CH:6][C:5]=1[CH:12]1[CH2:21][CH2:20][C:19]2[CH:18]=[C:17]([O:22]C(=O)C(C)(C)C)[CH:16]=[CH:15][C:14]=2[CH2:13]1)[CH3:2].Cl[CH2:39][C:40]([N:42]1[CH2:47][CH2:46][CH2:45][CH2:44][CH2:43]1)=O.